This data is from Forward reaction prediction with 1.9M reactions from USPTO patents (1976-2016). The task is: Predict the product of the given reaction. Given the reactants C(O[C:4](=[O:15])[C:5](=[CH:11]OCC)[C:6]([O:8][CH2:9][CH3:10])=[O:7])C.[C:16]([CH2:18][C:19]([N:21]1[CH2:26][CH2:25][CH:24]([C:27]([O:29][C:30]([CH3:33])([CH3:32])[CH3:31])=[O:28])[CH2:23][CH2:22]1)=[NH:20])#[N:17], predict the reaction product. The product is: [C:30]([O:29][C:27]([CH:24]1[CH2:23][CH2:22][N:21]([C:19]2[NH:20][C:4](=[O:15])[C:5]([C:6]([O:8][CH2:9][CH3:10])=[O:7])=[CH:11][C:18]=2[C:16]#[N:17])[CH2:26][CH2:25]1)=[O:28])([CH3:33])([CH3:31])[CH3:32].